Dataset: Full USPTO retrosynthesis dataset with 1.9M reactions from patents (1976-2016). Task: Predict the reactants needed to synthesize the given product. (1) The reactants are: [NH2:1][C@H:2]1[CH2:10][C:9]2[C:4](=[CH:5][CH:6]=[C:7]([CH2:11][N:12]3[CH:16]=[C:15]([CH2:17][OH:18])[C:14]([C:19]([F:22])([F:21])[F:20])=[N:13]3)[CH:8]=2)[CH2:3]1.C(N(CC)CC)C.[F:30][C:31]([F:44])([F:43])[S:32](O[S:32]([C:31]([F:44])([F:43])[F:30])(=[O:34])=[O:33])(=[O:34])=[O:33]. Given the product [F:30][C:31]([F:44])([F:43])[S:32]([NH:1][C@H:2]1[CH2:10][C:9]2[C:4](=[CH:5][CH:6]=[C:7]([CH2:11][N:12]3[CH:16]=[C:15]([CH2:17][OH:18])[C:14]([C:19]([F:22])([F:21])[F:20])=[N:13]3)[CH:8]=2)[CH2:3]1)(=[O:34])=[O:33], predict the reactants needed to synthesize it. (2) Given the product [CH2:20]([O:19][C:17]([C@@H:16]1[CH2:27][CH2:28][C@H:13]([O:12][C:9]2[CH:8]=[CH:7][C:6]([C:4]([OH:5])=[O:3])=[CH:11][CH:10]=2)[CH2:14][CH2:15]1)=[O:18])[CH3:21], predict the reactants needed to synthesize it. The reactants are: C([O:3][C:4]([C@@H:6]1[CH2:11][CH2:10][C@H:9]([O:12][C:13]2[CH:28]=[CH:27][C:16]([C:17]([O:19][CH2:20][C:21]3C=CC=CC=3)=[O:18])=[CH:15][CH:14]=2)[CH2:8][CH2:7]1)=[O:5])C. (3) Given the product [OH:16][N:15]=[C:7]([C:6]1[C:2]([CH3:1])=[N:3][O:4][CH:5]=1)[C:9]1[S:10][CH:11]=[CH:12][CH:13]=1, predict the reactants needed to synthesize it. The reactants are: [CH3:1][C:2]1[C:6]([C:7]([C:9]2[S:10][CH:11]=[CH:12][CH:13]=2)=O)=[CH:5][O:4][N:3]=1.Cl.[NH2:15][OH:16]. (4) Given the product [C:1]([O:4][CH2:5][C:6]1[O:10][C:9]([C:11]2[N:12]=[N:13][C:14]([N:17]3[CH2:20][CH:19]([CH2:21][C:22]4[CH:27]=[CH:26][CH:25]=[CH:24][C:23]=4[C:28]([F:29])([F:30])[F:31])[CH2:18]3)=[CH:15][CH:16]=2)=[N:8][N:7]=1)(=[O:3])[CH3:2], predict the reactants needed to synthesize it. The reactants are: [C:1]([O:4][CH2:5][C:6](=O)[NH:7][NH:8][C:9]([C:11]1[N:12]=[N:13][C:14]([N:17]2[CH2:20][CH:19]([CH2:21][C:22]3[CH:27]=[CH:26][CH:25]=[CH:24][C:23]=3[C:28]([F:31])([F:30])[F:29])[CH2:18]2)=[CH:15][CH:16]=1)=[O:10])(=[O:3])[CH3:2].CC[N+](S(N=C(OC)[O-])(=O)=O)(CC)CC.C(OCC)(=O)C.OP([O-])(O)=O.[K+]. (5) Given the product [OH:13][N:12]=[CH:1][C:3]1[N:4]=[CH:5][N:6]2[CH:10]=[CH:9][S:8][C:7]=12, predict the reactants needed to synthesize it. The reactants are: [CH:1]([C:3]1[N:4]=[CH:5][N:6]2[CH:10]=[CH:9][S:8][C:7]=12)=O.Cl.[NH2:12][OH:13].[OH-].[Na+]. (6) Given the product [N:1]1([S:11]([C:14]2[CH:15]=[C:16]([N:20]3[C:25](=[O:26])[C:24]4=[C:27]([CH2:30][OH:31])[S:28][CH:29]=[C:23]4[NH:22][C:21]3=[O:34])[CH:17]=[CH:18][CH:19]=2)(=[O:13])=[O:12])[C:10]2[C:5](=[CH:6][CH:7]=[CH:8][CH:9]=2)[CH2:4][CH2:3][CH2:2]1, predict the reactants needed to synthesize it. The reactants are: [N:1]1([S:11]([C:14]2[CH:15]=[C:16]([N:20]3[C:25](=[O:26])[C:24]4=[C:27]([C:30](OC)=[O:31])[S:28][CH:29]=[C:23]4[NH:22][C:21]3=[O:34])[CH:17]=[CH:18][CH:19]=2)(=[O:13])=[O:12])[C:10]2[C:5](=[CH:6][CH:7]=[CH:8][CH:9]=2)[CH2:4][CH2:3][CH2:2]1.[BH4-].[Li+]. (7) Given the product [CH2:1]([O:3][C:4]([C:6]1[CH:7]=[N:8][C:9]2[C:14]([C:15]=1[NH:24][CH2:23][CH2:22][CH2:21][O:20][CH3:19])=[CH:13][CH:12]=[CH:11][C:10]=2[O:17][CH3:18])=[O:5])[CH3:2], predict the reactants needed to synthesize it. The reactants are: [CH2:1]([O:3][C:4]([C:6]1[CH:7]=[N:8][C:9]2[C:14]([C:15]=1Cl)=[CH:13][CH:12]=[CH:11][C:10]=2[O:17][CH3:18])=[O:5])[CH3:2].[CH3:19][O:20][CH2:21][CH2:22][CH2:23][NH2:24]. (8) Given the product [OH:1][C@@:2]1([CH3:25])[CH2:21][N:5]2[CH2:6][C@@H:7]([C:17]([O:19][CH3:20])=[O:18])[N:8]([C:10]([O:12][C:13]([CH3:14])([CH3:15])[CH3:16])=[O:11])[CH2:9][C@H:4]2[CH2:3]1, predict the reactants needed to synthesize it. The reactants are: [O:1]=[C:2]1[CH2:21][N:5]2[CH2:6][C@@H:7]([C:17]([O:19][CH3:20])=[O:18])[N:8]([C:10]([O:12][C:13]([CH3:16])([CH3:15])[CH3:14])=[O:11])[CH2:9][C@H:4]2[CH2:3]1.[Cl-].[NH4+].O1CCC[CH2:25]1. (9) Given the product [OH:15][CH2:16][C@H:17]1[N:22]([CH2:14][CH:12]([OH:13])[C:3]2[C:2]([CH3:1])=[CH:11][C:6]3[C:7](=[O:10])[O:8][CH2:9][C:5]=3[CH:4]=2)[CH2:21][CH2:20][N:19]([C:23]([O:25][C:26]([CH3:29])([CH3:28])[CH3:27])=[O:24])[CH2:18]1, predict the reactants needed to synthesize it. The reactants are: [CH3:1][C:2]1[C:3]([CH:12]2[CH2:14][O:13]2)=[CH:4][C:5]2[CH2:9][O:8][C:7](=[O:10])[C:6]=2[CH:11]=1.[OH:15][CH2:16][C@H:17]1[NH:22][CH2:21][CH2:20][N:19]([C:23]([O:25][C:26]([CH3:29])([CH3:28])[CH3:27])=[O:24])[CH2:18]1. (10) Given the product [F:85][C:82]1[CH:81]=[CH:80][C:79]([C:73]2[O:72][C:69]3=[CH:70][N:71]=[C:66]([C:43]4[CH:44]=[C:45]([CH:49]=[CH:50][C:42]=4[CH3:41])[C:46]([OH:48])=[O:47])[CH:67]=[C:68]3[C:74]=2[C:75](=[O:78])[NH:76][CH3:77])=[CH:84][CH:83]=1, predict the reactants needed to synthesize it. The reactants are: C1(P(C2CCCCC2)C2C=CC=CC=2C2C(OC)=CC=C(S([O-])(=O)=O)C=2OC)CCCCC1.[Na+].C([O-])([O-])=O.[Cs+].[Cs+].[CH3:41][C:42]1[CH:50]=[CH:49][C:45]([C:46]([OH:48])=[O:47])=[CH:44][C:43]=1B1OC(C)(C)C(C)(C)O1.FC(F)(F)S(O[C:66]1[CH:67]=[C:68]2[C:74]([C:75](=[O:78])[NH:76][CH3:77])=[C:73]([C:79]3[CH:84]=[CH:83][C:82]([F:85])=[CH:81][CH:80]=3)[O:72][C:69]2=[CH:70][N:71]=1)(=O)=O.